From a dataset of Reaction yield outcomes from USPTO patents with 853,638 reactions. Predict the reaction yield, written as a fraction of the theoretical maximum amount of product (1.0 means a 100% yield; for example, 0.34 means a 34% yield). (1) The reactants are I[C:2]1[C:10]2[O:9][CH:8]=[CH:7][C:6]=2[CH:5]=[C:4]([N+:11]([O-:13])=[O:12])[CH:3]=1.[CH3:14][N:15]([CH3:19])[CH2:16][CH2:17][NH2:18].CC1(C)C2C(=C(P(C3C=CC=CC=3)C3C=CC=CC=3)C=CC=2)OC2C(P(C3C=CC=CC=3)C3C=CC=CC=3)=CC=CC1=2.C([O-])([O-])=O.[Cs+].[Cs+]. The catalyst is C1C=CC(/C=C/C(/C=C/C2C=CC=CC=2)=O)=CC=1.C1C=CC(/C=C/C(/C=C/C2C=CC=CC=2)=O)=CC=1.C1C=CC(/C=C/C(/C=C/C2C=CC=CC=2)=O)=CC=1.[Pd].[Pd].C1(C)C(C)=CC=CC=1. The product is [CH3:14][N:15]([CH3:19])[CH2:16][CH2:17][NH:18][C:2]1[C:10]2[O:9][CH:8]=[CH:7][C:6]=2[CH:5]=[C:4]([N+:11]([O-:13])=[O:12])[CH:3]=1. The yield is 0.440. (2) The reactants are COCCN(S(F)(F)F)CCOC.[Cl:14][C:15]1[CH:16]=[C:17]([CH:28]=[CH:29][CH:30]=1)[C:18]([NH:20][CH:21]([CH2:26][OH:27])[C:22]([O:24][CH3:25])=[O:23])=O.BrC(Cl)(Cl)Cl.C1CCN2C(=NCCC2)CC1. The catalyst is C(Cl)Cl. The product is [Cl:14][C:15]1[CH:16]=[C:17]([C:18]2[O:27][CH:26]=[C:21]([C:22]([O:24][CH3:25])=[O:23])[N:20]=2)[CH:28]=[CH:29][CH:30]=1. The yield is 0.590. (3) The reactants are [CH2:1]([NH:8][CH2:9][CH2:10][NH:11][C:12](=[O:18])[O:13][C:14]([CH3:17])([CH3:16])[CH3:15])[C:2]1[CH:7]=[CH:6][CH:5]=[CH:4][CH:3]=1.I[CH3:20]. The catalyst is C(Cl)(Cl)Cl. The product is [CH2:1]([N:8]([CH2:9][CH2:10][NH:11][C:12](=[O:18])[O:13][C:14]([CH3:15])([CH3:17])[CH3:16])[CH3:20])[C:2]1[CH:7]=[CH:6][CH:5]=[CH:4][CH:3]=1. The yield is 0.500. (4) The reactants are [Li]CCCC.C(NC(C)C)(C)C.[Si](OC[C@H](C)C[C@H](CC=C)[C:35]([N:37]([C@H:39]([C:48]1[CH:53]=[CH:52][CH:51]=[CH:50][CH:49]=1)[C@H:40]([OH:47])[C:41]1[CH:46]=[CH:45][CH:44]=[CH:43][CH:42]=1)C)=O)(C(C)(C)C)(C1C=CC=CC=1)C1C=CC=CC=1. The catalyst is C1COCC1. The product is [CH3:35][NH:37][C@H:39]([C:48]1[CH:53]=[CH:52][CH:51]=[CH:50][CH:49]=1)[C@@H:40]([C:41]1[CH:46]=[CH:45][CH:44]=[CH:43][CH:42]=1)[OH:47]. The yield is 0.920.